Predict the reactants needed to synthesize the given product. From a dataset of Full USPTO retrosynthesis dataset with 1.9M reactions from patents (1976-2016). (1) Given the product [CH2:1]([O:8][C@@H:9]1[C:17]2[C:12](=[CH:13][CH:14]=[C:15]([C:18]([OH:20])=[O:19])[CH:16]=2)[CH2:11][CH2:10]1)[C:2]1[CH:7]=[CH:6][CH:5]=[CH:4][CH:3]=1, predict the reactants needed to synthesize it. The reactants are: [CH2:1]([O:8][C@@H:9]1[C:17]2[C:12](=[CH:13][CH:14]=[C:15]([C:18]([O:20]CC3C=CC=CC=3)=[O:19])[CH:16]=2)[CH2:11][CH2:10]1)[C:2]1[CH:7]=[CH:6][CH:5]=[CH:4][CH:3]=1.[OH-].[Na+].CO. (2) Given the product [CH3:19][C:18]([O:17][C@H:16]([CH3:22])[C@@H:15]([C:23]([O:25][CH3:26])=[O:24])[NH:14][C:12]([C:3]1[C:2]([NH:1][C:28]([NH:27][C:30]2[C:31]([CH3:38])=[CH:32][C:33]([CH3:37])=[CH:34][C:35]=2[CH3:36])=[O:29])=[CH:11][C:10]2[C:5](=[CH:6][CH:7]=[CH:8][CH:9]=2)[CH:4]=1)=[O:13])([CH3:20])[CH3:21], predict the reactants needed to synthesize it. The reactants are: [NH2:1][C:2]1[C:3]([C:12]([NH:14][C@H:15]([C:23]([O:25][CH3:26])=[O:24])[C@@H:16]([CH3:22])[O:17][C:18]([CH3:21])([CH3:20])[CH3:19])=[O:13])=[CH:4][C:5]2[C:10]([CH:11]=1)=[CH:9][CH:8]=[CH:7][CH:6]=2.[N:27]([C:30]1[C:35]([CH3:36])=[CH:34][C:33]([CH3:37])=[CH:32][C:31]=1[CH3:38])=[C:28]=[O:29]. (3) Given the product [CH2:1]([N:4]1[CH2:15][CH:14]2[CH2:16][CH:6]([C:7](=[O:19])[C:8]3[C:13]2=[CH:12][CH:11]=[CH:10][C:9]=3[CH:17]=[O:18])[CH2:5]1)[CH:2]=[CH2:3], predict the reactants needed to synthesize it. The reactants are: [CH2:1]([N:4]1[CH2:15][CH:14]2[CH2:16][CH:6]([CH:7]([OH:19])[C:8]3[C:13]2=[CH:12][CH:11]=[CH:10][C:9]=3[CH2:17][OH:18])[CH2:5]1)[CH:2]=[CH2:3].ClCCl.O.C[N+]1([O-])CCOCC1. (4) Given the product [Cl:10][C:11]1[CH:16]=[CH:15][C:14]([C:2]2[C:3]([CH:4]=[O:5])=[CH:6][CH:7]=[CH:8][CH:9]=2)=[CH:13][CH:12]=1, predict the reactants needed to synthesize it. The reactants are: Br[C:2]1[CH:9]=[CH:8][CH:7]=[CH:6][C:3]=1[CH:4]=[O:5].[Cl:10][C:11]1[CH:16]=[CH:15][C:14](B(O)O)=[CH:13][CH:12]=1.C(=O)([O-])[O-].[Na+].[Na+]. (5) Given the product [C:1]([C:3]1[CH:4]=[C:5]([C:9]#[C:10][C:11]2[CH:12]=[N:13][N:14]([CH2:16][CH2:17][C@@:18]([CH3:33])([S:29]([CH3:32])(=[O:30])=[O:31])[C:19]([NH:21][OH:22])=[O:20])[CH:15]=2)[CH:6]=[CH:7][CH:8]=1)#[N:2], predict the reactants needed to synthesize it. The reactants are: [C:1]([C:3]1[CH:4]=[C:5]([C:9]#[C:10][C:11]2[CH:12]=[N:13][N:14]([CH2:16][CH2:17][C@@:18]([CH3:33])([S:29]([CH3:32])(=[O:31])=[O:30])[C:19]([NH:21][O:22]C3CCCCO3)=[O:20])[CH:15]=2)[CH:6]=[CH:7][CH:8]=1)#[N:2].Cl. (6) Given the product [CH3:37][S:38]([C:12]1[CH:17]=[CH:16][C:15]([C@H:18]([C:30]2[CH:35]=[CH:34][CH:33]=[CH:32][C:31]=2[CH3:36])[CH2:19][C:20]([C:22]2[CH:23]=[CH:24][C:25](=[O:29])[N:26]([CH3:28])[CH:27]=2)=[O:21])=[CH:14][CH:13]=1)(=[O:40])=[O:39], predict the reactants needed to synthesize it. The reactants are: N1CCC[C@H]1C(O)=O.[OH-].[Na+].Br[C:12]1[CH:17]=[CH:16][C:15]([C@H:18]([C:30]2[CH:35]=[CH:34][CH:33]=[CH:32][C:31]=2[CH3:36])[CH2:19][C:20]([C:22]2[CH:23]=[CH:24][C:25](=[O:29])[N:26]([CH3:28])[CH:27]=2)=[O:21])=[CH:14][CH:13]=1.[CH3:37][S:38]([O-:40])=[O:39].[Na+]. (7) Given the product [Br:32][C:33]1[CH:34]=[CH:35][C:36]([C:39]([N:46]2[CH2:45][CH2:44][N:43]([CH2:49][CH:50]([N:54]3[CH:58]=[C:57]([C:59]4[C:60]5[CH:67]=[CH:66][NH:65][C:61]=5[N:62]=[CH:63][N:64]=4)[CH:56]=[N:55]3)[CH2:51][C:52]#[N:53])[CH2:48][CH2:47]2)=[O:41])=[N:37][CH:38]=1, predict the reactants needed to synthesize it. The reactants are: C(N(CC)CC)C.F[P-](F)(F)(F)(F)F.C[N+](C)=C(N(C)C)ON1C2N=CC=CC=2N=N1.[Br:32][C:33]1[CH:34]=[CH:35][C:36]([C:39]([OH:41])=O)=[N:37][CH:38]=1.Cl.[N:43]1([CH2:49][CH:50]([N:54]2[CH:58]=[C:57]([C:59]3[C:60]4[CH:67]=[CH:66][N:65](COCC[Si](C)(C)C)[C:61]=4[N:62]=[CH:63][N:64]=3)[CH:56]=[N:55]2)[CH2:51][C:52]#[N:53])[CH2:48][CH2:47][NH:46][CH2:45][CH2:44]1. (8) Given the product [NH2:36][C:37]1([C:41]2[CH:42]=[CH:43][C:44]([C:47]3[C:48](=[O:72])[C:49]4[C:54]([O:55][C:56]=3[C:57]3[CH:62]=[CH:61][CH:60]=[CH:59][CH:58]=3)=[C:53]3[NH:63][N:64]=[CH:65][C:52]3=[CH:51][CH:50]=4)=[CH:45][CH:46]=2)[CH2:40][CH2:39][CH2:38]1, predict the reactants needed to synthesize it. The reactants are: NC1(C2C=CC(C3C(=O)C4C(=CC=C(F)C=4)OC=3C3C=CC=CC=3)=CC=2)CCC1.C(OC(=O)[NH:36][C:37]1([C:41]2[CH:46]=[CH:45][C:44]([C:47]3[C:48](=[O:72])[C:49]4[C:54]([O:55][C:56]=3[C:57]3[CH:62]=[CH:61][CH:60]=[CH:59][CH:58]=3)=[C:53]3[N:63](S(=O)(=O)N(C)C)[N:64]=[CH:65][C:52]3=[CH:51][CH:50]=4)=[CH:43][CH:42]=2)[CH2:40][CH2:39][CH2:38]1)(C)(C)C. (9) Given the product [Cl:1][C:2]1[CH:9]=[CH:8][C:5]([CH:6]=[O:7])=[C:4]([NH2:10])[CH:3]=1, predict the reactants needed to synthesize it. The reactants are: [Cl:1][C:2]1[CH:9]=[CH:8][C:5]([CH:6]=[O:7])=[C:4]([N+:10]([O-])=O)[CH:3]=1.C(O)C.Cl.